This data is from Full USPTO retrosynthesis dataset with 1.9M reactions from patents (1976-2016). The task is: Predict the reactants needed to synthesize the given product. The reactants are: [Br:1][C:2]1[CH:3]=[C:4]([N+:11]([O-:13])=[O:12])[C:5]([OH:10])=[C:6]([CH:9]=1)[CH:7]=O.Br[CH:15](C(OCC)=O)[C:16]([O:18][CH2:19][CH3:20])=[O:17].C(=O)([O-])[O-].[K+].[K+].O. Given the product [CH2:19]([O:18][C:16]([C:15]1[O:10][C:5]2[C:4]([N+:11]([O-:13])=[O:12])=[CH:3][C:2]([Br:1])=[CH:9][C:6]=2[CH:7]=1)=[O:17])[CH3:20], predict the reactants needed to synthesize it.